This data is from Full USPTO retrosynthesis dataset with 1.9M reactions from patents (1976-2016). The task is: Predict the reactants needed to synthesize the given product. Given the product [CH3:26][C:25]1[CH:24]=[C:23]2[C:18]([CH:19]=[CH:20][NH:21][C:22]2=[O:39])=[CH:17][C:16]=1[O:15][CH2:13][C@@H:10]1[CH2:11][CH2:12][NH:8][CH2:9]1, predict the reactants needed to synthesize it. The reactants are: C(OC([N:8]1[CH2:12][CH2:11][C@@H:10]([C:13]([O:15][C:16]2[CH:17]=[C:18]3[C:23](=[CH:24][C:25]=2[CH3:26])[CH2:22][N:21](CC2C=CC(OC)=CC=2)[CH:20]=[CH:19]3)=O)[CH2:9]1)=O)(C)(C)C.FC(F)(F)C(O)=[O:39].